From a dataset of Full USPTO retrosynthesis dataset with 1.9M reactions from patents (1976-2016). Predict the reactants needed to synthesize the given product. Given the product [C:1]([CH:5]1[CH2:6][CH2:7][CH:8]([O:11][C:12]2[CH:13]=[C:14]3[C:19](=[CH:20][CH:21]=2)[CH:18]=[C:17]([CH2:22][N:23]2[CH2:24][CH2:25][C:26]([CH2:32][CH2:33][CH3:34])([C:29]([OH:31])=[O:30])[CH2:27][CH2:28]2)[CH:16]=[CH:15]3)[CH2:9][CH2:10]1)([CH3:4])([CH3:3])[CH3:2], predict the reactants needed to synthesize it. The reactants are: [C:1]([CH:5]1[CH2:10][CH2:9][CH:8]([O:11][C:12]2[CH:13]=[C:14]3[C:19](=[CH:20][CH:21]=2)[CH:18]=[C:17]([CH2:22][N:23]2[CH2:28][CH2:27][C:26]([CH2:32][CH3:33])([C:29]([OH:31])=[O:30])[CH2:25][CH2:24]2)[CH:16]=[CH:15]3)[CH2:7][CH2:6]1)([CH3:4])([CH3:3])[CH3:2].[CH2:34](C1(C(O)=O)CCNCC1)CC.C(C1CCC(OC2C=C3C(=CC=2)C=C(C=O)C=C3)CC1)(C)(C)C.C(O)(=O)C.CO.C([BH3-])#N.[Na+].